This data is from Forward reaction prediction with 1.9M reactions from USPTO patents (1976-2016). The task is: Predict the product of the given reaction. Given the reactants [CH3:1][C:2]1[C:7]([O:8][CH3:9])=[CH:6][CH:5]=[CH:4][C:3]=1[CH2:10][CH2:11][NH:12][CH:13]=[O:14].[CH2:15]=O, predict the reaction product. The product is: [CH3:1][C:2]1[C:7]([O:8][CH3:9])=[CH:6][CH:5]=[C:4]2[C:3]=1[CH2:10][CH2:11][N:12]([CH:13]=[O:14])[CH2:15]2.